Dataset: Full USPTO retrosynthesis dataset with 1.9M reactions from patents (1976-2016). Task: Predict the reactants needed to synthesize the given product. Given the product [CH3:1][O:2][C:3](=[O:17])[C:4]1[CH:9]=[C:8]([N:10]([C:18](=[O:20])[CH3:19])[CH3:11])[C:7]([C:12]([F:14])([F:13])[F:15])=[CH:6][C:5]=1[NH2:16], predict the reactants needed to synthesize it. The reactants are: [CH3:1][O:2][C:3](=[O:17])[C:4]1[CH:9]=[C:8]([NH:10][CH3:11])[C:7]([C:12]([F:15])([F:14])[F:13])=[CH:6][C:5]=1[NH2:16].[C:18](Cl)(=[O:20])[CH3:19].